This data is from Catalyst prediction with 721,799 reactions and 888 catalyst types from USPTO. The task is: Predict which catalyst facilitates the given reaction. (1) Reactant: [F:1][C:2]1[CH:30]=[C:29]([F:31])[CH:28]=[CH:27][C:3]=1[O:4][C:5]1[CH:6]=[C:7]2[C:11](=[CH:12][C:13]=1[C:14]([NH:16][C@H:17]1[CH2:21][CH2:20][NH:19][C:18]1=[O:22])=[O:15])[N:10]([CH2:23][CH:24]([CH3:26])[CH3:25])[N:9]=[CH:8]2.N[C:33]1C(=O)NC=CC=1.C(N(C(C)C)C(C)C)C.C(O)C(N)(CO)CO. Product: [F:1][C:2]1[CH:30]=[C:29]([F:31])[CH:28]=[CH:27][C:3]=1[O:4][C:5]1[CH:6]=[C:7]2[C:11](=[CH:12][C:13]=1[C:14]([NH:16][C:17]1[C:18](=[O:22])[NH:19][CH:20]=[CH:33][CH:21]=1)=[O:15])[N:10]([CH2:23][CH:24]([CH3:25])[CH3:26])[N:9]=[CH:8]2. The catalyst class is: 4. (2) Reactant: [NH:1]1[CH2:6][CH2:5][CH2:4][C@@H:3]([NH:7][C:8](=[O:14])[O:9][C:10]([CH3:13])([CH3:12])[CH3:11])[CH2:2]1.Br[CH2:16][C:17]1[CH:22]=[CH:21][CH:20]=[CH:19][CH:18]=1. Product: [CH2:16]([N:1]1[CH2:6][CH2:5][CH2:4][C@@H:3]([NH:7][C:8](=[O:14])[O:9][C:10]([CH3:11])([CH3:13])[CH3:12])[CH2:2]1)[C:17]1[CH:22]=[CH:21][CH:20]=[CH:19][CH:18]=1. The catalyst class is: 2. (3) Reactant: [CH2:1]([O:3][C:4]1[CH:9]=[CH:8][C:7]([S:10]([N:13]2[CH2:18][CH2:17][N:16]([CH3:19])[CH2:15][CH2:14]2)(=[O:12])=[O:11])=[CH:6][C:5]=1[C:20]1[NH:25][C:24](=[O:26])[C:23]2=[C:27]([CH3:33])[N:28]=[C:29]([CH2:30][CH2:31][CH3:32])[N:22]2[N:21]=1)[CH3:2].[ClH:34]. Product: [ClH:34].[CH2:1]([O:3][C:4]1[CH:9]=[CH:8][C:7]([S:10]([N:13]2[CH2:14][CH2:15][N:16]([CH3:19])[CH2:17][CH2:18]2)(=[O:12])=[O:11])=[CH:6][C:5]=1[C:20]1[NH:25][C:24](=[O:26])[C:23]2=[C:27]([CH3:33])[N:28]=[C:29]([CH2:30][CH2:31][CH3:32])[N:22]2[N:21]=1)[CH3:2]. The catalyst class is: 27. (4) Reactant: [CH:1]1([CH2:4][O:5][C:6]2[C:7]([OH:24])=[C:8]([C:14]3[CH:15]=[C:16]4[C:20](=[CH:21][CH:22]=3)[C:19](=[O:23])[O:18][CH2:17]4)[CH:9]=[CH:10][C:11]=2[O:12][CH3:13])[CH2:3][CH2:2]1.C(=O)([O-])[O-].[K+].[K+].[CH2:31](Br)[CH:32]([CH3:34])[CH3:33]. Product: [CH:1]1([CH2:4][O:5][C:6]2[C:7]([O:24][CH2:31][CH:32]([CH3:34])[CH3:33])=[C:8]([C:14]3[CH:15]=[C:16]4[C:20](=[CH:21][CH:22]=3)[C:19](=[O:23])[O:18][CH2:17]4)[CH:9]=[CH:10][C:11]=2[O:12][CH3:13])[CH2:3][CH2:2]1. The catalyst class is: 10. (5) Reactant: C(O)(C(F)(F)F)=O.[CH2:8]([O:15][N:16]1[C:22](=[O:23])[N:21]2[CH2:24][C@H:17]1[CH2:18][CH2:19][C@H:20]2[C:25]1[O:29][C:28]([CH:30]2[CH2:35][CH2:34][N:33](C(OC(C)(C)C)=O)[CH2:32][CH2:31]2)=[N:27][N:26]=1)[C:9]1[CH:14]=[CH:13][CH:12]=[CH:11][CH:10]=1. Product: [CH2:8]([O:15][N:16]1[C:22](=[O:23])[N:21]2[CH2:24][C@H:17]1[CH2:18][CH2:19][C@H:20]2[C:25]1[O:29][C:28]([CH:30]2[CH2:35][CH2:34][NH:33][CH2:32][CH2:31]2)=[N:27][N:26]=1)[C:9]1[CH:10]=[CH:11][CH:12]=[CH:13][CH:14]=1. The catalyst class is: 2. (6) Reactant: [C:1]([O:5][C:6]([NH:8][C@H:9]([CH:13]([CH3:15])[CH3:14])[C:10]([OH:12])=O)=[O:7])([CH3:4])([CH3:3])[CH3:2].Cl.[F:17][C:18]([F:22])([F:21])[CH2:19][NH2:20].C(Cl)CCl.C1C=CC2N(O)N=NC=2C=1.CCN(C(C)C)C(C)C. Product: [CH3:14][CH:13]([CH3:15])[C@@H:9]([NH:8][C:6](=[O:7])[O:5][C:1]([CH3:2])([CH3:3])[CH3:4])[C:10](=[O:12])[NH:20][CH2:19][C:18]([F:22])([F:21])[F:17]. The catalyst class is: 96.